Predict which catalyst facilitates the given reaction. From a dataset of Catalyst prediction with 721,799 reactions and 888 catalyst types from USPTO. (1) The catalyst class is: 2. Reactant: C1(C)C=CC(S([O-])(=O)=O)=CC=1.[NH+]1C=CC=CC=1.[CH3:18][C:19]([CH3:61])([Si:21]([C:55]1[CH:60]=[CH:59][CH:58]=[CH:57][CH:56]=1)([C:49]1[CH:54]=[CH:53][CH:52]=[CH:51][CH:50]=1)[O:22][CH2:23][C@H:24]([OH:48])[CH2:25][O:26][CH2:27][CH2:28][CH2:29][CH2:30][CH2:31][CH2:32][CH2:33][CH2:34][CH2:35][CH2:36][CH2:37][CH2:38][CH2:39][CH2:40][CH2:41][CH2:42][S:43][C:44]([CH3:47])([CH3:46])[CH3:45])[CH3:20].[O:62]1[CH:67]=[CH:66][CH2:65][CH2:64][CH2:63]1. Product: [CH3:20][C:19]([CH3:61])([Si:21]([C:55]1[CH:56]=[CH:57][CH:58]=[CH:59][CH:60]=1)([C:49]1[CH:50]=[CH:51][CH:52]=[CH:53][CH:54]=1)[O:22][CH2:23][C@H:24]([O:48][CH:63]1[CH2:64][CH2:65][CH2:66][CH2:67][O:62]1)[CH2:25][O:26][CH2:27][CH2:28][CH2:29][CH2:30][CH2:31][CH2:32][CH2:33][CH2:34][CH2:35][CH2:36][CH2:37][CH2:38][CH2:39][CH2:40][CH2:41][CH2:42][S:43][C:44]([CH3:45])([CH3:46])[CH3:47])[CH3:18]. (2) Reactant: [NH2:1][C:2]1[C:32]([C:33]([F:36])([F:35])[F:34])=[CH:31][C:5]([CH2:6][CH:7]([CH2:10][C:11](=[O:30])[N:12]2[CH2:17][CH2:16][CH:15]([N:18]3[CH2:24][CH2:23][C:22]4[CH:25]=[CH:26][CH:27]=[CH:28][C:21]=4[NH:20][C:19]3=[O:29])[CH2:14][CH2:13]2)[CH:8]=O)=[CH:4][C:3]=1[Cl:37].Cl.Cl.Cl.[CH3:41][N:42]([CH3:56])[CH2:43][C:44]([CH3:55])([CH3:54])[CH2:45][NH:46][C:47]1[C:48]([NH2:53])=[CH:49][CH:50]=[CH:51][CH:52]=1. Product: [NH2:1][C:2]1[C:32]([C:33]([F:36])([F:35])[F:34])=[CH:31][C:5]([CH2:6][CH:7]([C:8]2[N:46]([CH2:45][C:44]([CH3:55])([CH3:54])[CH2:43][N:42]([CH3:41])[CH3:56])[C:47]3[CH:52]=[CH:51][CH:50]=[CH:49][C:48]=3[N:53]=2)[CH2:10][C:11]([N:12]2[CH2:13][CH2:14][CH:15]([N:18]3[CH2:24][CH2:23][C:22]4[CH:25]=[CH:26][CH:27]=[CH:28][C:21]=4[NH:20][C:19]3=[O:29])[CH2:16][CH2:17]2)=[O:30])=[CH:4][C:3]=1[Cl:37]. The catalyst class is: 3.